From a dataset of Reaction yield outcomes from USPTO patents with 853,638 reactions. Predict the reaction yield, written as a fraction of the theoretical maximum amount of product (1.0 means a 100% yield; for example, 0.34 means a 34% yield). (1) The reactants are C(O)(=O)C.[C:5]([O:9][C:10](=[O:19])[NH:11][CH:12]1[CH2:17][CH2:16][C:15](=O)[CH2:14][CH2:13]1)([CH3:8])([CH3:7])[CH3:6].C(O[BH-](OC(=O)C)OC(=O)C)(=O)C.[Na+].[N:34]1[C:43]2[C@@H:42]([NH2:44])[CH2:41][CH2:40][CH2:39][C:38]=2[CH:37]=[CH:36][CH:35]=1. The catalyst is O1CCCC1.C(Cl)Cl. The product is [C:5]([O:9][C:10](=[O:19])[NH:11][C@H:12]1[CH2:17][CH2:16][C@H:15]([NH:44][C@@H:42]2[C:43]3[N:34]=[CH:35][CH:36]=[CH:37][C:38]=3[CH2:39][CH2:40][CH2:41]2)[CH2:14][CH2:13]1)([CH3:8])([CH3:7])[CH3:6]. The yield is 0.300. (2) The reactants are C([O-])([O-])=O.[K+].[K+].[F:7][C:8]1[CH:13]=[C:12]([F:14])[CH:11]=[CH:10][C:9]=1[OH:15].Br[CH2:17][CH2:18][OH:19]. The catalyst is CN(C=O)C.CCOC(C)=O. The product is [F:7][C:8]1[CH:13]=[C:12]([F:14])[CH:11]=[CH:10][C:9]=1[O:15][CH2:17][CH2:18][OH:19]. The yield is 0.630.